The task is: Predict the reactants needed to synthesize the given product.. This data is from Retrosynthesis with 50K atom-mapped reactions and 10 reaction types from USPTO. (1) Given the product COc1cccc(CNC(=O)c2ccc(Br)s2)c1, predict the reactants needed to synthesize it. The reactants are: COc1cccc(CN)c1.O=C(O)c1ccc(Br)s1. (2) Given the product CCOP(=O)(OCC)C(Cl)C(=O)OC(C)(C)C, predict the reactants needed to synthesize it. The reactants are: CCOP(=O)(OCC)C(Cl)(Cl)C(=O)OC(C)(C)C. (3) Given the product Clc1cnc2ccc(NCc3ccccn3)nn12, predict the reactants needed to synthesize it. The reactants are: Clc1ccc2ncc(Cl)n2n1.NCc1ccccn1. (4) The reactants are: CCC(CC)CO.CCOC(=O)C1=Cc2ccc(O)cc2OC1C(F)(F)F. Given the product CCOC(=O)C1=Cc2ccc(OCC(CC)CC)cc2OC1C(F)(F)F, predict the reactants needed to synthesize it.